This data is from Full USPTO retrosynthesis dataset with 1.9M reactions from patents (1976-2016). The task is: Predict the reactants needed to synthesize the given product. (1) Given the product [Cl:1][C:2]1[CH:3]=[C:4]([NH:11][C:12]2[CH:17]=[CH:16][CH:15]=[C:14]([N:19]3[CH2:23][CH2:22][CH2:21][CH2:20]3)[N:13]=2)[C:5]2[N:6]([CH:8]=[CH:9][N:10]=2)[N:7]=1, predict the reactants needed to synthesize it. The reactants are: [Cl:1][C:2]1[CH:3]=[C:4]([NH:11][C:12]2[CH:17]=[CH:16][CH:15]=[C:14](F)[N:13]=2)[C:5]2[N:6]([CH:8]=[CH:9][N:10]=2)[N:7]=1.[NH:19]1[CH2:23][CH2:22][CH2:21][CH2:20]1. (2) Given the product [CH2:1]([NH:5][CH2:6][PH2:7])[C:2]([O-:4])=[O:3].[NH4+:11].[NH3:5], predict the reactants needed to synthesize it. The reactants are: [CH2:1]([NH:5][CH2:6][P:7](O)(O)=O)[C:2]([OH:4])=[O:3].[NH3:11].